Regression. Given two drug SMILES strings and cell line genomic features, predict the synergy score measuring deviation from expected non-interaction effect. From a dataset of NCI-60 drug combinations with 297,098 pairs across 59 cell lines. (1) Cell line: UACC-257. Drug 2: COCCOC1=C(C=C2C(=C1)C(=NC=N2)NC3=CC=CC(=C3)C#C)OCCOC.Cl. Synergy scores: CSS=-2.37, Synergy_ZIP=2.75, Synergy_Bliss=2.85, Synergy_Loewe=0.0599, Synergy_HSA=-1.10. Drug 1: CC1=C(C=C(C=C1)C(=O)NC2=CC(=CC(=C2)C(F)(F)F)N3C=C(N=C3)C)NC4=NC=CC(=N4)C5=CN=CC=C5. (2) Drug 1: CC12CCC(CC1=CCC3C2CCC4(C3CC=C4C5=CN=CC=C5)C)O. Drug 2: CC1=C2C(C(=O)C3(C(CC4C(C3C(C(C2(C)C)(CC1OC(=O)C(C(C5=CC=CC=C5)NC(=O)C6=CC=CC=C6)O)O)OC(=O)C7=CC=CC=C7)(CO4)OC(=O)C)O)C)OC(=O)C. Cell line: EKVX. Synergy scores: CSS=38.7, Synergy_ZIP=9.03, Synergy_Bliss=9.74, Synergy_Loewe=-10.7, Synergy_HSA=8.83. (3) Drug 1: C(CC(=O)O)C(=O)CN.Cl. Drug 2: COCCOC1=C(C=C2C(=C1)C(=NC=N2)NC3=CC=CC(=C3)C#C)OCCOC.Cl. Cell line: HOP-92. Synergy scores: CSS=11.4, Synergy_ZIP=-1.24, Synergy_Bliss=1.27, Synergy_Loewe=-6.19, Synergy_HSA=1.11. (4) Drug 1: CC1=CC2C(CCC3(C2CCC3(C(=O)C)OC(=O)C)C)C4(C1=CC(=O)CC4)C. Drug 2: CC(C)CN1C=NC2=C1C3=CC=CC=C3N=C2N. Cell line: SF-268. Synergy scores: CSS=-0.696, Synergy_ZIP=4.09, Synergy_Bliss=4.29, Synergy_Loewe=1.92, Synergy_HSA=-0.670. (5) Drug 1: CCC(=C(C1=CC=CC=C1)C2=CC=C(C=C2)OCCN(C)C)C3=CC=CC=C3.C(C(=O)O)C(CC(=O)O)(C(=O)O)O. Drug 2: CN(CCCl)CCCl.Cl. Cell line: BT-549. Synergy scores: CSS=19.8, Synergy_ZIP=-6.42, Synergy_Bliss=-1.43, Synergy_Loewe=-14.1, Synergy_HSA=-0.947. (6) Drug 1: CC1C(C(CC(O1)OC2CC(OC(C2O)C)OC3=CC4=CC5=C(C(=O)C(C(C5)C(C(=O)C(C(C)O)O)OC)OC6CC(C(C(O6)C)O)OC7CC(C(C(O7)C)O)OC8CC(C(C(O8)C)O)(C)O)C(=C4C(=C3C)O)O)O)O. Drug 2: CC(C)(C#N)C1=CC(=CC(=C1)CN2C=NC=N2)C(C)(C)C#N. Cell line: UACC-257. Synergy scores: CSS=12.4, Synergy_ZIP=0.723, Synergy_Bliss=-0.498, Synergy_Loewe=-1.95, Synergy_HSA=-2.03. (7) Drug 1: CCC1(CC2CC(C3=C(CCN(C2)C1)C4=CC=CC=C4N3)(C5=C(C=C6C(=C5)C78CCN9C7C(C=CC9)(C(C(C8N6C)(C(=O)OC)O)OC(=O)C)CC)OC)C(=O)OC)O.OS(=O)(=O)O. Drug 2: C1CN(P(=O)(OC1)NCCCl)CCCl. Cell line: HCC-2998. Synergy scores: CSS=4.64, Synergy_ZIP=-2.03, Synergy_Bliss=-6.67, Synergy_Loewe=-0.721, Synergy_HSA=-7.58.